Dataset: Forward reaction prediction with 1.9M reactions from USPTO patents (1976-2016). Task: Predict the product of the given reaction. The product is: [C:35]([C:33]1[S:34][C:30]2[CH:29]=[C:28]([NH:27][C:19](=[O:20])[CH2:18][CH:17]([CH3:22])[CH2:16][C:14]([NH:13][C:9]3[CH:8]=[C:7]4[C:12](=[CH:11][CH:10]=3)[N:3]([CH2:1][CH3:2])[C:4](=[O:26])[N:5]([CH2:24][CH3:25])[C:6]4=[O:23])=[O:15])[CH:38]=[CH:37][C:31]=2[N:32]=1)#[N:36]. Given the reactants [CH2:1]([N:3]1[C:12]2[C:7](=[CH:8][C:9]([NH:13][C:14]([CH2:16][CH:17]([CH3:22])[CH2:18][C:19](O)=[O:20])=[O:15])=[CH:10][CH:11]=2)[C:6](=[O:23])[N:5]([CH2:24][CH3:25])[C:4]1=[O:26])[CH3:2].[NH2:27][C:28]1[CH:38]=[CH:37][C:31]2[N:32]=[C:33]([C:35]#[N:36])[S:34][C:30]=2[CH:29]=1.CCN(C(C)C)C(C)C.C(P1(=O)OP(CCC)(=O)OP(CCC)(=O)O1)CC, predict the reaction product.